This data is from Catalyst prediction with 721,799 reactions and 888 catalyst types from USPTO. The task is: Predict which catalyst facilitates the given reaction. (1) Reactant: C(OC(=O)[NH:10][C@H:11]([CH3:25])[CH2:12][N:13]([C:18]([O:20][C:21]([CH3:24])([CH3:23])[CH3:22])=[O:19])[CH2:14][CH2:15][CH2:16][OH:17])C1C=CC=CC=1.[H][H].[C:29]([O:33][CH3:34])(=[O:32])[CH:30]=[CH2:31].[Cl:35][C:36]1[CH:37]=[C:38]([CH:44]=[CH:45][CH:46]=1)[CH:39]=[CH:40][C:41](Cl)=[O:42].C(N(CC)CC)C. Product: [CH3:34][O:33][C:29](=[O:32])[CH2:30][CH2:31][N:10]([C@H:11]([CH3:25])[CH2:12][N:13]([C:18]([O:20][C:21]([CH3:24])([CH3:23])[CH3:22])=[O:19])[CH2:14][CH2:15][CH2:16][OH:17])[C:41](=[O:42])/[CH:40]=[CH:39]/[C:38]1[CH:44]=[CH:45][CH:46]=[C:36]([Cl:35])[CH:37]=1. The catalyst class is: 687. (2) Reactant: [O:1]1[C:5]2([CH2:10][CH2:9][CH:8]([CH2:11][CH2:12][OH:13])[CH2:7][CH2:6]2)OCC1.C1COCC1.Cl.C([O-])(O)=O.[Na+]. Product: [OH:13][CH2:12][CH2:11][CH:8]1[CH2:9][CH2:10][C:5](=[O:1])[CH2:6][CH2:7]1. The catalyst class is: 21. (3) Reactant: [H-].[Na+].[C@H:3]12[O:9][C@H:8]1[CH2:7][CH2:6][CH2:5][C@H:4]2[OH:10].[CH2:11](Br)[C:12]1[CH:17]=[CH:16][CH:15]=[CH:14][CH:13]=1.[OH2:19]. Product: [CH2:11]([O:10][C@:4]1([OH:19])[CH2:5][CH2:6][CH2:7][C@H:8]2[C@H:3]1[O:9]2)[C:12]1[CH:17]=[CH:16][CH:15]=[CH:14][CH:13]=1. The catalyst class is: 1. (4) Reactant: [CH3:1][O:2][CH2:3][CH2:4][O:5][C:6]1[CH:11]=[CH:10][C:9]([C:12]2[C:20]3[C:15](=[CH:16][CH:17]=[C:18]([NH:21][C:22]([C:24]4([O:29][CH3:30])[CH2:28][CH2:27][NH:26][CH2:25]4)=[O:23])[CH:19]=3)[NH:14][N:13]=2)=[CH:8][CH:7]=1.Cl[CH2:32][C:33]([N:35]1[CH2:40][CH2:39][N:38]([C:41]2[CH:46]=[CH:45][C:44]([C:47]3[N:52]=[CH:51][CH:50]=[CH:49][N:48]=3)=[C:43]([F:53])[CH:42]=2)[CH2:37][CH2:36]1)=[O:34].C(N(C(C)C)CC)(C)C. Product: [CH3:1][O:2][CH2:3][CH2:4][O:5][C:6]1[CH:11]=[CH:10][C:9]([C:12]2[C:20]3[C:15](=[CH:16][CH:17]=[C:18]([NH:21][C:22]([C:24]4([O:29][CH3:30])[CH2:28][CH2:27][N:26]([CH2:32][C:33]([N:35]5[CH2:40][CH2:39][N:38]([C:41]6[CH:46]=[CH:45][C:44]([C:47]7[N:48]=[CH:49][CH:50]=[CH:51][N:52]=7)=[C:43]([F:53])[CH:42]=6)[CH2:37][CH2:36]5)=[O:34])[CH2:25]4)=[O:23])[CH:19]=3)[NH:14][N:13]=2)=[CH:8][CH:7]=1. The catalyst class is: 9. (5) Reactant: [F:1][C:2]1[CH:3]=[CH:4][C:5]([CH3:31])=[C:6]([C:8]2[CH:17]=[C:16]3[C:11]([CH:12]=[C:13]([NH:18][C:19](=O)[O:20]C4C=CC([N+]([O-])=O)=CC=4)[N:14]=[CH:15]3)=[CH:10][CH:9]=2)[CH:7]=1.CN(C)C=O.[CH3:37][N:38]1[CH2:43][CH2:42][NH:41][CH2:40][CH2:39]1. Product: [F:1][C:2]1[CH:3]=[CH:4][C:5]([CH3:31])=[C:6]([C:8]2[CH:17]=[C:16]3[C:11]([CH:12]=[C:13]([NH:18][C:19]([N:41]4[CH2:42][CH2:43][N:38]([CH3:37])[CH2:39][CH2:40]4)=[O:20])[N:14]=[CH:15]3)=[CH:10][CH:9]=2)[CH:7]=1. The catalyst class is: 4. (6) Reactant: C1(P(C2C=CC=CC=2)C2C=CC=CC=2)C=CC=CC=1.BrN1C(=O)CCC1=O.[CH:28]1([CH2:33][C@H:34]([C:38]2[CH:43]=[CH:42][C:41]([Cl:44])=[C:40]([Cl:45])[CH:39]=2)[C:35]([OH:37])=O)[CH2:32][CH2:31][CH2:30][CH2:29]1.[CH3:46][O:47][C:48](=[O:56])[C:49]1[CH:54]=[CH:53][C:52]([NH2:55])=[N:51][CH:50]=1.N1C=CC=CC=1. Product: [CH3:46][O:47][C:48](=[O:56])[C:49]1[CH:54]=[CH:53][C:52]([NH:55][C:35](=[O:37])[C@@H:34]([C:38]2[CH:43]=[CH:42][C:41]([Cl:44])=[C:40]([Cl:45])[CH:39]=2)[CH2:33][CH:28]2[CH2:29][CH2:30][CH2:31][CH2:32]2)=[N:51][CH:50]=1. The catalyst class is: 34.